This data is from CYP2C19 inhibition data for predicting drug metabolism from PubChem BioAssay. The task is: Regression/Classification. Given a drug SMILES string, predict its absorption, distribution, metabolism, or excretion properties. Task type varies by dataset: regression for continuous measurements (e.g., permeability, clearance, half-life) or binary classification for categorical outcomes (e.g., BBB penetration, CYP inhibition). Dataset: cyp2c19_veith. The compound is Cc1csc(NC(=O)CNS(=O)(=O)c2cccs2)n1. The result is 1 (inhibitor).